This data is from Catalyst prediction with 721,799 reactions and 888 catalyst types from USPTO. The task is: Predict which catalyst facilitates the given reaction. (1) Reactant: [OH:1][CH2:2][CH2:3][P:4]([CH2:18][CH2:19][OH:20])(=[O:17])[NH:5][CH2:6][CH2:7][CH2:8][S:9][S:10][C:11]1[CH:16]=[CH:15][CH:14]=[CH:13][N:12]=1.C(Cl)Cl.[S:24](Cl)([C:27]1[CH:33]=[CH:32][C:30]([CH3:31])=[CH:29][CH:28]=1)(=[O:26])=[O:25]. Product: [CH3:31][C:30]1[CH:32]=[CH:33][C:27]([S:24]([O:1][CH2:2][CH2:3][P:4]([CH2:18][CH2:19][O:20][S:24]([C:27]2[CH:33]=[CH:32][C:30]([CH3:31])=[CH:29][CH:28]=2)(=[O:26])=[O:25])([NH:5][CH2:6][CH2:7][CH2:8][S:9][S:10][C:11]2[CH:16]=[CH:15][CH:14]=[CH:13][N:12]=2)=[O:17])(=[O:26])=[O:25])=[CH:28][CH:29]=1. The catalyst class is: 424. (2) Reactant: C(OC([N:8]([CH2:21][C@@H:22]1[C@@H:26]([C:27]2[CH:32]=[CH:31][CH:30]=[CH:29][CH:28]=2)[CH2:25][N:24]([C:33]([NH:35][C:36]2[CH:44]=[CH:43][C:39]([C:40]([OH:42])=[O:41])=[CH:38][C:37]=2[O:45][CH3:46])=[O:34])[CH2:23]1)[C@@H:9]([C:11]1[C:20]2[C:15](=[CH:16][CH:17]=[CH:18][CH:19]=2)[CH:14]=[CH:13][CH:12]=1)[CH3:10])=O)(C)(C)C.[ClH:47].O1CCOCC1. Product: [ClH:47].[CH3:46][O:45][C:37]1[CH:38]=[C:39]([CH:43]=[CH:44][C:36]=1[NH:35][C:33]([N:24]1[CH2:25][C@H:26]([C:27]2[CH:32]=[CH:31][CH:30]=[CH:29][CH:28]=2)[C@@H:22]([CH2:21][NH:8][C@@H:9]([C:11]2[C:20]3[C:15](=[CH:16][CH:17]=[CH:18][CH:19]=3)[CH:14]=[CH:13][CH:12]=2)[CH3:10])[CH2:23]1)=[O:34])[C:40]([OH:42])=[O:41]. The catalyst class is: 12.